Predict the reactants needed to synthesize the given product. From a dataset of Full USPTO retrosynthesis dataset with 1.9M reactions from patents (1976-2016). (1) Given the product [CH:18]1([CH2:17][O:9][C:4]2[CH:3]=[C:2]([F:1])[CH:7]=[C:6]([F:8])[CH:5]=2)[CH2:20][CH2:19]1, predict the reactants needed to synthesize it. The reactants are: [F:1][C:2]1[CH:3]=[C:4]([OH:9])[CH:5]=[C:6]([F:8])[CH:7]=1.C(=O)([O-])[O-].[K+].[K+].Br[CH2:17][CH:18]1[CH2:20][CH2:19]1. (2) Given the product [C:8]([O:12][CH2:13][CH2:14][CH2:15][CH2:16][CH2:17][CH3:18])([CH3:9])([CH3:10])[CH3:11], predict the reactants needed to synthesize it. The reactants are: C1COCC1.II.[C:8]([O:12][CH2:13][CH2:14][CH2:15][CH2:16][CH2:17][CH2:18]Cl)([CH3:11])([CH3:10])[CH3:9]. (3) Given the product [Cl:1][C:2]1[CH:19]=[C:18]([CH3:20])[CH:17]=[C:16]([Cl:21])[C:3]=1[O:4][CH2:5][CH2:6][O:7][C:8]1[CH:13]=[CH:12][C:11]([CH2:14][Br:26])=[CH:10][CH:9]=1, predict the reactants needed to synthesize it. The reactants are: [Cl:1][C:2]1[CH:19]=[C:18]([CH3:20])[CH:17]=[C:16]([Cl:21])[C:3]=1[O:4][CH2:5][CH2:6][O:7][C:8]1[CH:13]=[CH:12][C:11]([CH2:14]O)=[CH:10][CH:9]=1.C[Si]([Br:26])(C)C. (4) Given the product [NH2:12][C:9]1[CH:10]=[C:11]2[C:6](=[CH:7][C:8]=1[N+:16]([O-:18])=[O:17])[N:5]([CH3:19])[C:4](=[O:20])[C:3]2([CH2:21][CH3:22])[CH2:1][CH3:2], predict the reactants needed to synthesize it. The reactants are: [CH2:1]([C:3]1([CH2:21][CH3:22])[C:11]2[C:6](=[CH:7][C:8]([N+:16]([O-:18])=[O:17])=[C:9]([NH:12]C(=O)C)[CH:10]=2)[N:5]([CH3:19])[C:4]1=[O:20])[CH3:2]. (5) The reactants are: [CH3:1][O:2][C:3]1[CH:8]=[CH:7][C:6]([C:9]2[C:13]([C:14]([OH:16])=O)=[CH:12][O:11][N:10]=2)=[CH:5][CH:4]=1.C(N(C(C)C)C(C)C)C.CN(C(ON1N=NC2C=CC=CC1=2)=[N+](C)C)C.[B-](F)(F)(F)F.Cl.[Cl:49][C:50]1[CH:55]=[CH:54][CH:53]=[CH:52][C:51]=1[C:56]1([OH:61])[CH2:60][CH2:59][NH:58][CH2:57]1. Given the product [Cl:49][C:50]1[CH:55]=[CH:54][CH:53]=[CH:52][C:51]=1[C:56]1([OH:61])[CH2:60][CH2:59][N:58]([C:14]([C:13]2[C:9]([C:6]3[CH:5]=[CH:4][C:3]([O:2][CH3:1])=[CH:8][CH:7]=3)=[N:10][O:11][CH:12]=2)=[O:16])[CH2:57]1, predict the reactants needed to synthesize it. (6) Given the product [CH2:1]([O:3][C:4]([C:6]1([C:9]2[CH:10]=[CH:11][C:12]([C:15]3[CH:20]=[CH:19][C:18]([C:21]4[O:25][N:24]=[C:23]([CH3:26])[C:22]=4[NH:27][CH:36]([CH2:37][CH3:38])[CH2:35][CH2:34][C:28]4[CH:33]=[CH:32][CH:31]=[CH:30][CH:29]=4)=[CH:17][CH:16]=3)=[CH:13][CH:14]=2)[CH2:8][CH2:7]1)=[O:5])[CH3:2], predict the reactants needed to synthesize it. The reactants are: [CH2:1]([O:3][C:4]([C:6]1([C:9]2[CH:14]=[CH:13][C:12]([C:15]3[CH:20]=[CH:19][C:18]([C:21]4[O:25][N:24]=[C:23]([CH3:26])[C:22]=4[NH2:27])=[CH:17][CH:16]=3)=[CH:11][CH:10]=2)[CH2:8][CH2:7]1)=[O:5])[CH3:2].[C:28]1([CH2:34][CH2:35][C:36](=O)[CH2:37][CH3:38])[CH:33]=[CH:32][CH:31]=[CH:30][CH:29]=1. (7) Given the product [CH:28]1([CH:25]([O:1][C:2]2[CH:10]=[CH:9][C:8]3[NH:7][C:6]4[CH:11]([CH2:14][C:15]([O:17][CH2:18][CH3:19])=[O:16])[CH2:12][CH2:13][C:5]=4[C:4]=3[CH:3]=2)[C:26]2[CH:27]=[CH:22][CH:23]=[C:24]([C:33]([F:34])([F:35])[F:36])[CH:37]=2)[CH2:29][CH2:30][CH2:31][CH2:32]1, predict the reactants needed to synthesize it. The reactants are: [OH:1][C:2]1[CH:10]=[CH:9][C:8]2[NH:7][C:6]3[CH:11]([CH2:14][C:15]([O:17][CH2:18][CH3:19])=[O:16])[CH2:12][CH2:13][C:5]=3[C:4]=2[CH:3]=1.ClC[C:22]1[CH:27]=[CH:26][C:25]([CH:28]2[CH2:32][CH2:31][CH2:30][CH2:29]2)=[C:24]([C:33]([F:36])([F:35])[F:34])[CH:23]=1.[C:37](=O)([O-])[O-].[Cs+].[Cs+]. (8) Given the product [Cl:1][C:2]1[CH:7]=[CH:6][C:5]([O:8][CH3:9])=[CH:4][C:3]=1[NH:10][C:11]1[N:19]=[CH:18][CH:17]=[CH:16][C:12]=1[C:13]([NH:21][C:22]([CH3:27])([CH2:25][CH3:26])[C:23]#[CH:24])=[O:15], predict the reactants needed to synthesize it. The reactants are: [Cl:1][C:2]1[CH:7]=[CH:6][C:5]([O:8][CH3:9])=[CH:4][C:3]=1[NH:10][C:11]1[N:19]=[CH:18][CH:17]=[CH:16][C:12]=1[C:13]([OH:15])=O.Cl.[NH2:21][C:22]([CH3:27])([CH2:25][CH3:26])[C:23]#[CH:24].C1C=CC2N(O)N=NC=2C=1.CCN=C=NCCCN(C)C.CCN(C(C)C)C(C)C.